From a dataset of Forward reaction prediction with 1.9M reactions from USPTO patents (1976-2016). Predict the product of the given reaction. (1) Given the reactants [CH3:1][N:2]1[CH2:11][CH:10]([C:12]2[CH:21]=[CH:20][C:19]3[C:14](=[CH:15][CH:16]=[CH:17][CH:18]=3)[CH:13]=2)[C:9]2[C:4](=[CH:5][C:6](B3OC(C)(C)C(C)(C)O3)=[CH:7][CH:8]=2)[CH2:3]1.[NH2:31][C:32]1[N:33]=[N:34][C:35](Cl)=[CH:36][CH:37]=1.C(=O)([O-])[O-].[Cs+].[Cs+].CN(C=O)C, predict the reaction product. The product is: [CH3:1][N:2]1[CH2:11][CH:10]([C:12]2[CH:21]=[CH:20][C:19]3[C:14](=[CH:15][CH:16]=[CH:17][CH:18]=3)[CH:13]=2)[C:9]2[C:4](=[CH:5][C:6]([C:35]3[N:34]=[N:33][C:32]([NH2:31])=[CH:37][CH:36]=3)=[CH:7][CH:8]=2)[CH2:3]1. (2) Given the reactants [H-].[Na+].[O:3]=[C:4]([CH2:12][C:13]1[CH:18]=[CH:17][CH:16]=[CH:15][CH:14]=1)[CH2:5]P(=O)(OC)OC.[CH3:19][O:20][C:21](=[O:37])[CH2:22][O:23][CH2:24][CH2:25][CH2:26][CH2:27][N:28]1[C:33](=[O:34])[CH2:32][CH2:31][CH2:30][C@@H:29]1[CH:35]=O, predict the reaction product. The product is: [CH3:19][O:20][C:21](=[O:37])[CH2:22][O:23][CH2:24][CH2:25][CH2:26][CH2:27][N:28]1[C@@H:29](/[CH:35]=[CH:5]/[C:4](=[O:3])[CH2:12][C:13]2[CH:14]=[CH:15][CH:16]=[CH:17][CH:18]=2)[CH2:30][CH2:31][CH2:32][C:33]1=[O:34].